The task is: Predict which catalyst facilitates the given reaction.. This data is from Catalyst prediction with 721,799 reactions and 888 catalyst types from USPTO. (1) Reactant: [Br:1][C:2]1[CH:7]=[C:6]([CH:8]([CH3:16])[C:9]([O:11][C:12]([CH3:15])([CH3:14])[CH3:13])=[O:10])[CH:5]=[CH:4][C:3]=1[NH:17][CH2:18][C:19]1[CH:28]=[CH:27][CH:26]=[CH:25][C:20]=1[C:21]([O:23]C)=[O:22].[OH-].[Li+].O1CCCC1.Cl. Product: [Br:1][C:2]1[CH:7]=[C:6]([CH:8]([CH3:16])[C:9]([O:11][C:12]([CH3:13])([CH3:14])[CH3:15])=[O:10])[CH:5]=[CH:4][C:3]=1[NH:17][CH2:18][C:19]1[CH:28]=[CH:27][CH:26]=[CH:25][C:20]=1[C:21]([OH:23])=[O:22]. The catalyst class is: 72. (2) Reactant: [F:1][C:2]([F:30])([F:29])[C:3]1[CH:4]=[C:5]([CH:22]=[C:23]([C:25]([F:28])([F:27])[F:26])[CH:24]=1)[CH2:6][N:7]([CH2:20][CH3:21])[C:8]1[CH:15]=[CH:14][C:13]([C:16]([F:19])([F:18])[F:17])=[CH:12][C:9]=1[CH:10]=O.[Cl-].[OH:32][NH3+:33].C([O-])(=O)C.[Na+].O. Product: [F:1][C:2]([F:30])([F:29])[C:3]1[CH:4]=[C:5]([CH:22]=[C:23]([C:25]([F:28])([F:27])[F:26])[CH:24]=1)[CH2:6][N:7]([CH2:20][CH3:21])[C:8]1[CH:15]=[CH:14][C:13]([C:16]([F:19])([F:18])[F:17])=[CH:12][C:9]=1[CH:10]=[N:33][OH:32]. The catalyst class is: 823. (3) Reactant: [N+:1]([C:4]1[CH:9]=[CH:8][C:7]([C:10]2[N:11]=[CH:12][N:13]([CH2:15][C:16]([O:18][C:19]([CH3:22])([CH3:21])[CH3:20])=[O:17])[CH:14]=2)=[CH:6][CH:5]=1)([O-])=O.C([O-])=O.[NH4+]. Product: [NH2:1][C:4]1[CH:9]=[CH:8][C:7]([C:10]2[N:11]=[CH:12][N:13]([CH2:15][C:16]([O:18][C:19]([CH3:22])([CH3:21])[CH3:20])=[O:17])[CH:14]=2)=[CH:6][CH:5]=1. The catalyst class is: 29. (4) Reactant: C(N(CC)CC)C.[CH:8]([C:10]1[C:18]2[C:13](=[CH:14][CH:15]=[CH:16][CH:17]=2)[N:12](C(OC(C)(C)C)=O)[CH:11]=1)=[O:9].[CH3:26][O:27][C:28]1[CH:29]=[C:30]([N:34]=[CH:35][C:36]2[CH:37]=[CH:38][C:39]([C:42]#[N:43])=[N:40][CH:41]=2)[CH:31]=[CH:32][CH:33]=1. Product: [NH:12]1[C:13]2[C:18](=[CH:17][CH:16]=[CH:15][CH:14]=2)[C:10]([C:8](=[O:9])[CH:35]([C:36]2[CH:37]=[CH:38][C:39]([C:42]#[N:43])=[N:40][CH:41]=2)[NH:34][C:30]2[CH:31]=[CH:32][CH:33]=[C:28]([O:27][CH3:26])[CH:29]=2)=[CH:11]1. The catalyst class is: 433. (5) Reactant: [NH2:1][C:2](=O)[C@H:3]([NH:5][C:6](=[O:12])[O:7][C:8]([CH3:11])([CH3:10])[CH3:9])[CH3:4].CC1C=CC(S(Cl)(=O)=O)=CC=1.N1C=CC=CC=1.C(OC(=O)C)(=O)C. Product: [C:2]([C@H:3]([NH:5][C:6](=[O:12])[O:7][C:8]([CH3:11])([CH3:10])[CH3:9])[CH3:4])#[N:1]. The catalyst class is: 2. (6) Reactant: P(Cl)(OCC)(OCC)=O.[CH3:10][CH:11]([C:14]1[C:23]2[O:22][CH2:21][C:20](=O)[NH:19][C:18]=2[CH:17]=[CH:16][CH:15]=1)[CH:12]=[CH2:13].CC(C)([O-])C.[K+].[N+:31]([CH2:33][C:34]([O:36][CH2:37][CH3:38])=[O:35])#[C-:32]. Product: [CH3:10][CH:11]([C:14]1[C:23]2[O:22][CH2:21][C:20]3=[C:33]([C:34]([O:36][CH2:37][CH3:38])=[O:35])[N:31]=[CH:32][N:19]3[C:18]=2[CH:17]=[CH:16][CH:15]=1)[CH:12]=[CH2:13]. The catalyst class is: 3. (7) Reactant: Br[C:2]1[S:6][C:5]([C:7]([N:9]([C:16]2[CH:21]=[CH:20][CH:19]=[C:18]([O:22][CH3:23])[CH:17]=2)[C:10]2[CH:15]=[CH:14][CH:13]=[CH:12][CH:11]=2)=[O:8])=[CH:4][CH:3]=1.[F:24][C:25]1[C:30]([O:31][CH3:32])=[CH:29][CH:28]=[CH:27][C:26]=1B(O)O. Product: [F:24][C:25]1[C:30]([O:31][CH3:32])=[CH:29][CH:28]=[CH:27][C:26]=1[C:2]1[S:6][C:5]([C:7]([N:9]([C:16]2[CH:21]=[CH:20][CH:19]=[C:18]([O:22][CH3:23])[CH:17]=2)[C:10]2[CH:15]=[CH:14][CH:13]=[CH:12][CH:11]=2)=[O:8])=[CH:4][CH:3]=1. The catalyst class is: 492. (8) Reactant: Br[C:2]1[CH:3]=[C:4]([NH2:10])[C:5]([O:8][CH3:9])=[N:6][CH:7]=1.[B:11]1(B2OC(C)(C)C(C)(C)O2)[O:15]C(C)(C)C(C)(C)[O:12]1.C([O-])(=O)C.[K+].C(Cl)Cl. Product: [NH2:10][C:4]1[CH:3]=[C:2]([B:11]([OH:15])[OH:12])[CH:7]=[N:6][C:5]=1[O:8][CH3:9]. The catalyst class is: 155. (9) Reactant: C1(S([N:10]2[C:14]3=[N:15][CH:16]=[C:17]([C:19]4[CH:20]=[CH:21][C:22]5[O:26][CH2:25][CH2:24][C:23]=5[CH:27]=4)[CH:18]=[C:13]3[C:12]([C:28]3[CH:29]=[N:30][NH:31][CH:32]=3)=[CH:11]2)(=O)=O)C=CC=CC=1.[OH-].[Na+]. Product: [O:26]1[C:22]2[CH:21]=[CH:20][C:19]([C:17]3[CH:18]=[C:13]4[C:12]([C:28]5[CH:32]=[N:31][NH:30][CH:29]=5)=[CH:11][NH:10][C:14]4=[N:15][CH:16]=3)=[CH:27][C:23]=2[CH2:24][CH2:25]1. The catalyst class is: 14.